This data is from HIV replication inhibition screening data with 41,000+ compounds from the AIDS Antiviral Screen. The task is: Binary Classification. Given a drug SMILES string, predict its activity (active/inactive) in a high-throughput screening assay against a specified biological target. (1) The compound is O=C(c1ccc(Cl)cc1)C1N=NCC1c1ccccc1. The result is 0 (inactive). (2) The drug is COc1ccc(Br)c(NN=C2CCCNC2=O)c1. The result is 0 (inactive). (3) The molecule is COc1ccc(OCC(=O)O)c(C(=O)CCC(=O)O)c1. The result is 0 (inactive). (4) The compound is COc1ccc(-c2c(C#N)c(S)n(NS(=O)(=O)c3ccccc3)c(=O)c2C#N)cc1. The result is 0 (inactive).